This data is from Full USPTO retrosynthesis dataset with 1.9M reactions from patents (1976-2016). The task is: Predict the reactants needed to synthesize the given product. (1) Given the product [NH2:1][C:4]1[CH:5]=[CH:6][C:7]([C:10]23[CH2:19][CH:14]4[CH2:15][CH:16]([CH2:18][C:12]([C:20]([O:22][CH3:23])=[O:21])([CH2:13]4)[CH2:11]2)[CH2:17]3)=[CH:8][CH:9]=1, predict the reactants needed to synthesize it. The reactants are: [N+:1]([C:4]1[CH:9]=[CH:8][C:7]([C:10]23[CH2:19][CH:14]4[CH2:15][CH:16]([CH2:18][C:12]([C:20]([O:22][CH3:23])=[O:21])([CH2:13]4)[CH2:11]2)[CH2:17]3)=[CH:6][CH:5]=1)([O-])=O.NC1C=CC(C2CCC(C(OC)=O)C2)=CC=1. (2) Given the product [C:23]([C:25]1([C:28]([NH:20][C:19]2[CH:18]=[CH:17][C:16]([CH2:15][CH2:14][CH2:13][CH2:12][CH2:11][CH2:10][CH2:9][CH2:8][CH2:7][C:1]3[CH:2]=[CH:3][CH:4]=[CH:5][CH:6]=3)=[CH:22][CH:21]=2)=[O:29])[CH2:27][CH2:26]1)#[N:24], predict the reactants needed to synthesize it. The reactants are: [C:1]1([CH2:7][CH2:8][CH2:9][CH2:10][CH2:11][CH2:12][CH2:13][CH2:14][CH2:15][C:16]2[CH:22]=[CH:21][C:19]([NH2:20])=[CH:18][CH:17]=2)[CH:6]=[CH:5][CH:4]=[CH:3][CH:2]=1.[C:23]([C:25]1([C:28](O)=[O:29])[CH2:27][CH2:26]1)#[N:24]. (3) Given the product [F:29][CH:2]([F:1])[C:3]([N:5]1[C@H:9]([CH2:10][F:11])[C@@H:8]([C:12]2[CH:17]=[CH:16][C:15]([C:31]3[CH:32]=[CH:33][C:34]([CH2:37][NH:38][C:39](=[O:45])[O:40][C:41]([CH3:43])([CH3:42])[CH3:44])=[N:35][CH:36]=3)=[CH:14][CH:13]=2)[O:7][C:6]1([CH3:28])[CH3:27])=[O:4], predict the reactants needed to synthesize it. The reactants are: [F:1][CH:2]([F:29])[C:3]([N:5]1[C@H:9]([CH2:10][F:11])[C@@H:8]([C:12]2[CH:17]=[CH:16][C:15](B3OC(C)(C)C(C)(C)O3)=[CH:14][CH:13]=2)[O:7][C:6]1([CH3:28])[CH3:27])=[O:4].Br[C:31]1[CH:32]=[CH:33][C:34]([CH2:37][NH:38][C:39](=[O:45])[O:40][C:41]([CH3:44])([CH3:43])[CH3:42])=[N:35][CH:36]=1.C(=O)(O)[O-].[Na+]. (4) Given the product [Br:11][C:12]1[CH:13]=[C:14]([Cl:28])[C:15]([N:18]2[CH2:27][CH2:26][CH2:25][C:20]3([CH2:24][N:23]([C:35]([CH:29]4[CH2:34][CH2:33][CH2:32][CH2:31][CH2:30]4)=[O:36])[CH2:22][CH2:21]3)[CH2:19]2)=[N:16][CH:17]=1, predict the reactants needed to synthesize it. The reactants are: C(N(CC)C(C)C)(C)C.Cl.[Br:11][C:12]1[CH:13]=[C:14]([Cl:28])[C:15]([N:18]2[CH2:27][CH2:26][CH2:25][C:20]3([CH2:24][NH:23][CH2:22][CH2:21]3)[CH2:19]2)=[N:16][CH:17]=1.[CH:29]1([C:35](Cl)=[O:36])[CH2:34][CH2:33][CH2:32][CH2:31][CH2:30]1. (5) Given the product [CH:36]([C:33]1[CH:32]=[CH:31][C:30]([O:29][C@@H:19]([CH2:18][C:15]2[CH:16]=[CH:17][C:12]([O:11][CH2:10][CH2:9][NH:8][C:6](=[O:7])[C:48]3[CH:47]=[CH:46][C:45]([C:40]4[CH:41]=[CH:42][CH:43]=[CH:44][N:39]=4)=[CH:53][CH:52]=3)=[CH:13][CH:14]=2)[C:20]([O:22][CH2:23][CH2:24][Si:25]([CH3:28])([CH3:27])[CH3:26])=[O:21])=[CH:35][CH:34]=1)([CH3:37])[CH3:38], predict the reactants needed to synthesize it. The reactants are: C(O[C:6]([NH:8][CH2:9][CH2:10][O:11][C:12]1[CH:17]=[CH:16][C:15]([CH2:18][C@H:19]([O:29][C:30]2[CH:35]=[CH:34][C:33]([CH:36]([CH3:38])[CH3:37])=[CH:32][CH:31]=2)[C:20]([O:22][CH2:23][CH2:24][Si:25]([CH3:28])([CH3:27])[CH3:26])=[O:21])=[CH:14][CH:13]=1)=[O:7])(C)(C)C.[N:39]1[CH:44]=[CH:43][CH:42]=[CH:41][C:40]=1[C:45]1[CH:53]=[CH:52][C:48](C(O)=O)=[CH:47][CH:46]=1.C(P(=O)(OCC)OCC)#N. (6) Given the product [CH3:1][O:2][C:3](=[O:31])[N:4]=[C:5]([S:29][CH3:30])[C:6]([C:20]1[CH:25]=[CH:24][C:23]([O:26][CH2:39][CH3:40])=[C:22]([O:27][CH3:28])[CH:21]=1)=[N:7][C:8]1[CH:13]=[CH:12][C:11]([C:14]2[N:18]=[C:17]([CH3:19])[O:16][N:15]=2)=[CH:10][CH:9]=1, predict the reactants needed to synthesize it. The reactants are: [CH3:1][O:2][C:3](=[O:31])[N:4]=[C:5]([S:29][CH3:30])[C:6]([C:20]1[CH:25]=[CH:24][C:23]([OH:26])=[C:22]([O:27][CH3:28])[CH:21]=1)=[N:7][C:8]1[CH:13]=[CH:12][C:11]([C:14]2[N:18]=[C:17]([CH3:19])[O:16][N:15]=2)=[CH:10][CH:9]=1.C(=O)([O-])[O-].[K+].[K+].I[CH2:39][CH3:40].O. (7) Given the product [I:1][C:2]1[C:10]2[C:5](=[N:6][CH:7]=[CH:8][C:9]=2[O:11][CH:12]([CH3:14])[CH3:13])[N:4]([S:17]([C:20]2[CH:26]=[CH:25][C:23]([CH3:24])=[CH:22][CH:21]=2)(=[O:19])=[O:18])[CH:3]=1, predict the reactants needed to synthesize it. The reactants are: [I:1][C:2]1[C:10]2[C:5](=[N:6][CH:7]=[CH:8][C:9]=2[O:11][CH:12]([CH3:14])[CH3:13])[NH:4][CH:3]=1.[H-].[Na+].[S:17](Cl)([C:20]1[CH:26]=[CH:25][C:23]([CH3:24])=[CH:22][CH:21]=1)(=[O:19])=[O:18]. (8) Given the product [ClH:4].[Cl:6][C:7]1[C:15]([NH:16][NH2:17])=[CH:14][CH:13]=[CH:12][C:8]=1[C:9]([O:11][CH3:1])=[O:10], predict the reactants needed to synthesize it. The reactants are: [C:1]([Cl:4])(=O)C.Cl.[Cl:6][C:7]1[C:15]([NH:16][NH2:17])=[CH:14][CH:13]=[CH:12][C:8]=1[C:9]([OH:11])=[O:10].